Dataset: Full USPTO retrosynthesis dataset with 1.9M reactions from patents (1976-2016). Task: Predict the reactants needed to synthesize the given product. (1) The reactants are: [CH3:1][O:2][C:3](=[O:22])[CH2:4][O:5][C:6]1[CH:11]=[CH:10][C:9]([CH2:12][NH:13]C(OC(C)(C)C)=O)=[C:8]([F:21])[CH:7]=1. Given the product [NH2:13][CH2:12][C:9]1[CH:10]=[CH:11][C:6]([O:5][CH2:4][C:3]([O:2][CH3:1])=[O:22])=[CH:7][C:8]=1[F:21], predict the reactants needed to synthesize it. (2) Given the product [OH:12][C:13]1[CH:14]=[C:15]2[C:20](=[CH:21][CH:22]=1)[C:19]([C:1]1[O:2][C:3]3[CH:9]=[C:8]([OH:10])[CH:7]=[CH:6][C:4]=3[N:5]=1)=[CH:18][CH:17]=[CH:16]2, predict the reactants needed to synthesize it. The reactants are: [CH3:1][O:2][C:3]1[CH:9]=[C:8]([O:10]C)[CH:7]=[CH:6][C:4]=1[NH2:5].[OH:12][C:13]1[CH:14]=[C:15]2[C:20](=[CH:21][CH:22]=1)[C:19](C(O)=O)=[CH:18][CH:17]=[CH:16]2. (3) The reactants are: [CH:1]1([C:4]2[N:8](C(OC(C)(C)C)=O)[C:7]3[CH:16]=[C:17]([C:30]4[C:31]([CH3:36])=[N:32][O:33][C:34]=4[CH3:35])[CH:18]=[C:19]([CH:20]([OH:29])[CH:21]4[CH2:25][C:24]([CH3:27])([CH3:26])[O:23][CH:22]4O)[C:6]=3[N:5]=2)[CH2:3][CH2:2]1.C([SiH](CC)CC)C.B(F)(F)F.CCOCC. Given the product [CH:1]1([C:4]2[NH:8][C:7]3[CH:16]=[C:17]([C:30]4[C:31]([CH3:36])=[N:32][O:33][C:34]=4[CH3:35])[CH:18]=[C:19]([CH:20]([CH:21]4[CH2:25][C:24]([CH3:27])([CH3:26])[O:23][CH2:22]4)[OH:29])[C:6]=3[N:5]=2)[CH2:3][CH2:2]1, predict the reactants needed to synthesize it. (4) Given the product [Br:1][C:2]1[CH:10]=[CH:9][CH:8]=[C:7]2[C:3]=1[C:4]([C:18]([OH:23])=[O:25])=[CH:5][N:6]2[CH2:11][CH2:12][O:13][C:14]([F:15])([F:16])[F:17], predict the reactants needed to synthesize it. The reactants are: [Br:1][C:2]1[CH:10]=[CH:9][CH:8]=[C:7]2[C:3]=1[C:4]([C:18](=[O:23])C(F)(F)F)=[CH:5][N:6]2[CH2:11][CH2:12][O:13][C:14]([F:17])([F:16])[F:15].C[OH:25]. (5) Given the product [S:1]1[CH:5]=[CH:4][C:3]2[C:6]3[NH:33][N:34]=[C:11]([NH:10][C:13]4[CH:18]=[CH:17][CH:16]=[C:15]([C:19]([F:22])([F:21])[F:20])[CH:14]=4)[C:7]=3[CH2:8][C:2]1=2, predict the reactants needed to synthesize it. The reactants are: [S:1]1[CH:5]=[CH:4][C:3]2[C:6](=O)[CH2:7][CH2:8][C:2]1=2.[N:10]([C:13]1[CH:18]=[CH:17][CH:16]=[C:15]([C:19]([F:22])([F:21])[F:20])[CH:14]=1)=[C:11]=S.C[Si](C)(C)[Si](C)(C)C.[Li].O.[NH2:33][NH2:34]. (6) Given the product [Cl:32][C:16]1[C:15]2[C:20](=[CH:21][C:12]([O:11][CH2:10][CH2:9][CH2:8][N:5]3[CH2:6][CH2:7][N:2]([CH3:1])[CH2:3][CH2:4]3)=[C:13]([O:23][CH3:24])[CH:14]=2)[N:19]=[CH:18][N:17]=1, predict the reactants needed to synthesize it. The reactants are: [CH3:1][N:2]1[CH2:7][CH2:6][N:5]([CH2:8][CH2:9][CH2:10][O:11][C:12]2[CH:21]=[C:20]3[C:15]([C:16](=O)[NH:17][CH:18]=[N:19]3)=[CH:14][C:13]=2[O:23][CH3:24])[CH2:4][CH2:3]1.CN(C=O)C.S(Cl)([Cl:32])=O. (7) Given the product [Cl:20][C:17]1[CH:18]=[CH:19][C:14]([C:12]2[N:1]=[C:2]3[NH:3][C:4]([CH3:9])=[CH:5][C:6](=[O:8])[N:7]3[CH:11]=2)=[CH:15][CH:16]=1, predict the reactants needed to synthesize it. The reactants are: [NH2:1][C:2]1[N:7]=[C:6]([OH:8])[CH:5]=[C:4]([CH3:9])[N:3]=1.Br[CH2:11][C:12]([C:14]1[CH:19]=[CH:18][C:17]([Cl:20])=[CH:16][CH:15]=1)=O. (8) Given the product [C:1]([C:9]1[CH:10]=[N:11][C:12]2[C:17]([C:18]=1[C:19]1[CH:20]=[C:21]([NH:25][C:26]([NH:28][C:29]3[CH:30]=[CH:31][C:32]([C:33]([OH:35])=[O:34])=[CH:38][CH:39]=3)=[O:27])[CH:22]=[CH:23][CH:24]=1)=[CH:16][CH:15]=[CH:14][C:13]=2[C:40]([F:43])([F:41])[F:42])(=[O:8])[C:2]1[CH:7]=[CH:6][CH:5]=[CH:4][CH:3]=1, predict the reactants needed to synthesize it. The reactants are: [C:1]([C:9]1[CH:10]=[N:11][C:12]2[C:17]([C:18]=1[C:19]1[CH:20]=[C:21]([NH:25][C:26]([NH:28][C:29]3[CH:39]=[CH:38][C:32]([C:33]([O:35]CC)=[O:34])=[CH:31][CH:30]=3)=[O:27])[CH:22]=[CH:23][CH:24]=1)=[CH:16][CH:15]=[CH:14][C:13]=2[C:40]([F:43])([F:42])[F:41])(=[O:8])[C:2]1[CH:7]=[CH:6][CH:5]=[CH:4][CH:3]=1.[Li+].[OH-]. (9) The reactants are: Cl.[C:2]([C:6]1[N:11]=[CH:10][C:9]([C:12]2[N:13]([C:33]([N:35]3[CH2:40][CH2:39][N:38]([CH2:41][C:42]([OH:44])=O)[CH2:37][CH2:36]3)=[O:34])[C@@:14]([C:26]3[CH:31]=[CH:30][C:29]([Cl:32])=[CH:28][CH:27]=3)([CH3:25])[C@@:15]([C:18]3[CH:23]=[CH:22][C:21]([Cl:24])=[CH:20][CH:19]=3)([CH3:17])[N:16]=2)=[C:8]([O:45][CH2:46][CH3:47])[CH:7]=1)([CH3:5])([CH3:4])[CH3:3].[NH2:48][C:49]([CH3:54])([CH2:52][OH:53])[CH2:50][OH:51]. Given the product [C:2]([C:6]1[N:11]=[CH:10][C:9]([C:12]2[N:13]([C:33]([N:35]3[CH2:36][CH2:37][N:38]([CH2:41][C:42]([NH:48][C:49]([CH2:52][OH:53])([CH3:54])[CH2:50][OH:51])=[O:44])[CH2:39][CH2:40]3)=[O:34])[C@@:14]([C:26]3[CH:31]=[CH:30][C:29]([Cl:32])=[CH:28][CH:27]=3)([CH3:25])[C@@:15]([C:18]3[CH:19]=[CH:20][C:21]([Cl:24])=[CH:22][CH:23]=3)([CH3:17])[N:16]=2)=[C:8]([O:45][CH2:46][CH3:47])[CH:7]=1)([CH3:3])([CH3:4])[CH3:5], predict the reactants needed to synthesize it.